This data is from TCR-epitope binding with 47,182 pairs between 192 epitopes and 23,139 TCRs. The task is: Binary Classification. Given a T-cell receptor sequence (or CDR3 region) and an epitope sequence, predict whether binding occurs between them. (1) Result: 0 (the TCR does not bind to the epitope). The epitope is VTIAEILLI. The TCR CDR3 sequence is CASSSWGGGGHTDTQYF. (2) The epitope is RQLLFVVEV. The TCR CDR3 sequence is CASRRSRASQETQYF. Result: 1 (the TCR binds to the epitope). (3) The epitope is EIYKRWII. The TCR CDR3 sequence is CASSENSLGRGLVKTQYF. Result: 1 (the TCR binds to the epitope). (4) The epitope is LEPLVDLPI. The TCR CDR3 sequence is CASSQVGLANTGELFF. Result: 1 (the TCR binds to the epitope). (5) The epitope is DRFYKTLRAEQASQEV. The TCR CDR3 sequence is CASSFGGQLYEQYF. Result: 0 (the TCR does not bind to the epitope). (6) The epitope is KLPDDFTGCV. The TCR CDR3 sequence is CASSLGVSSNQPQHF. Result: 1 (the TCR binds to the epitope). (7) The epitope is LLWNGPMAV. The TCR CDR3 sequence is CASSEGIGYNSPLHF. Result: 0 (the TCR does not bind to the epitope). (8) The epitope is FLNGSCGSV. The TCR CDR3 sequence is CASSVYRDSHETQYF. Result: 0 (the TCR does not bind to the epitope). (9) The epitope is RISNCVADY. The TCR CDR3 sequence is CASSGTLGYEQYF. Result: 0 (the TCR does not bind to the epitope).